Dataset: Catalyst prediction with 721,799 reactions and 888 catalyst types from USPTO. Task: Predict which catalyst facilitates the given reaction. (1) Reactant: Cl.[F:2][C@H:3]1[C@H:8]([C:9]2[CH:14]=[CH:13][C:12]([O:15][CH3:16])=[C:11]([F:17])[CH:10]=2)[CH2:7][CH2:6][NH:5][CH2:4]1.Br[CH:19]1[CH2:23][CH2:22][N:21]([CH2:24][C:25]2[CH:30]=[CH:29][C:28]([CH3:31])=[C:27]([F:32])[CH:26]=2)[C:20]1=[O:33].CCN(C(C)C)C(C)C. Product: [F:2][C@H:3]1[C@H:8]([C:9]2[CH:14]=[CH:13][C:12]([O:15][CH3:16])=[C:11]([F:17])[CH:10]=2)[CH2:7][CH2:6][N:5]([CH:19]2[CH2:23][CH2:22][N:21]([CH2:24][C:25]3[CH:30]=[CH:29][C:28]([CH3:31])=[C:27]([F:32])[CH:26]=3)[C:20]2=[O:33])[CH2:4]1. The catalyst class is: 3. (2) Reactant: FC(F)(F)C(OC(=O)C(F)(F)F)=O.[CH2:14]([N:17]1[C:21]([CH2:22][CH:23]2[CH2:28][CH2:27][O:26][CH2:25][CH2:24]2)=[CH:20][C:19]([C:29]([NH2:31])=O)=[N:18]1)[CH2:15][CH3:16].C(N(CC)CC)C. Product: [CH2:14]([N:17]1[C:21]([CH2:22][CH:23]2[CH2:28][CH2:27][O:26][CH2:25][CH2:24]2)=[CH:20][C:19]([C:29]#[N:31])=[N:18]1)[CH2:15][CH3:16]. The catalyst class is: 4. (3) Reactant: [Cl-].[CH3:2][O:3][CH2:4][P+](C1C=CC=CC=1)(C1C=CC=CC=1)C1C=CC=CC=1.[CH:24]([C:26]1[CH:27]=[C:28]2[C:33](=[CH:34][CH:35]=1)[C:31](=[O:32])[O:30][CH2:29]2)=O. Product: [CH3:2][O:3][CH:4]=[CH:24][C:26]1[CH:27]=[C:28]2[C:33](=[CH:34][CH:35]=1)[C:31](=[O:32])[O:30][CH2:29]2. The catalyst class is: 1. (4) Reactant: [N:1](OCCCC)=O.[N+:8]([C:11]1[CH:16]=[CH:15][CH:14]=[C:13]([CH3:17])[C:12]=1[CH3:18])([O-:10])=[O:9].CC(C)([O-])C.[K+].Cl. Product: [CH3:17][C:13]1[CH:14]=[CH:15][CH:16]=[C:11]([N+:8]([O-:10])=[O:9])[C:12]=1[C:18]#[N:1]. The catalyst class is: 9. (5) Reactant: [NH:1]1[CH2:6][CH2:5][CH:4]([C:7]2[CH:12]=[CH:11][CH:10]=[C:9]([O:13][C:14]([F:17])([F:16])[F:15])[C:8]=2[OH:18])[CH2:3][CH2:2]1.C(=O)([O-])[O-].[K+].[K+].I[CH2:26][CH3:27]. Product: [CH2:26]([N:1]1[CH2:6][CH2:5][CH:4]([C:7]2[CH:12]=[CH:11][CH:10]=[C:9]([O:13][C:14]([F:16])([F:17])[F:15])[C:8]=2[OH:18])[CH2:3][CH2:2]1)[CH3:27]. The catalyst class is: 10. (6) Product: [C@H:1]1([N:13]2[CH2:18][CH2:17][CH:16]([N:19]3[C:23]4[CH:24]=[CH:25][CH:26]=[CH:27][C:22]=4[N:21]([CH2:32][C:33]([O:35][CH2:36][CH3:37])=[O:34])[C:20]3=[O:28])[CH2:15][CH2:14]2)[C:11]2=[C:12]3[C:7](=[CH:8][CH:9]=[CH:10]2)[CH:6]=[CH:5][CH:4]=[C:3]3[CH2:2]1. Reactant: [C@H:1]1([N:13]2[CH2:18][CH2:17][CH:16]([N:19]3[C:23]4[CH:24]=[CH:25][CH:26]=[CH:27][C:22]=4[NH:21][C:20]3=[O:28])[CH2:15][CH2:14]2)[C:11]2=[C:12]3[C:7](=[CH:8][CH:9]=[CH:10]2)[CH:6]=[CH:5][CH:4]=[C:3]3[CH2:2]1.[H-].[Na+].Br[CH2:32][C:33]([O:35][CH2:36][CH3:37])=[O:34].O. The catalyst class is: 3. (7) Product: [F:25][C:22]1[CH:23]=[CH:24][C:19]([C:18]2[N:14]([CH2:13][CH2:12][CH2:11][CH2:10][CH2:9][OH:8])[N:15]=[C:16]([CH3:37])[C:17]=2[C:26]2[CH:27]=[CH:28][C:29]3[O:34][CH2:33][C:32](=[O:35])[NH:31][C:30]=3[CH:36]=2)=[CH:20][CH:21]=1. The catalyst class is: 178. Reactant: C([O:8][CH2:9][CH2:10][CH2:11][CH2:12][CH2:13][N:14]1[C:18]([C:19]2[CH:24]=[CH:23][C:22]([F:25])=[CH:21][CH:20]=2)=[C:17]([C:26]2[CH:27]=[CH:28][C:29]3[O:34][CH2:33][C:32](=[O:35])[NH:31][C:30]=3[CH:36]=2)[C:16]([CH3:37])=[N:15]1)C1C=CC=CC=1.